Dataset: Forward reaction prediction with 1.9M reactions from USPTO patents (1976-2016). Task: Predict the product of the given reaction. (1) Given the reactants COC1C=CC(C[N:8]2[C:12]3=[N:13][CH:14]=[CH:15][C:16]([C:17]#[C:18][C:19]4[N:23]5[CH:24]=[C:25]([C:28]6[CH:33]=[CH:32][C:31]([C:34]([N:36]7[CH2:41][CH2:40][O:39][CH2:38][CH2:37]7)=[O:35])=[CH:30][CH:29]=6)[CH:26]=[CH:27][C:22]5=[N:21][CH:20]=4)=[C:11]3[CH:10]=[N:9]2)=CC=1.C(O)(C(F)(F)F)=O, predict the reaction product. The product is: [NH:8]1[C:12]2=[N:13][CH:14]=[CH:15][C:16]([C:17]#[C:18][C:19]3[N:23]4[CH:24]=[C:25]([C:28]5[CH:29]=[CH:30][C:31]([C:34]([N:36]6[CH2:37][CH2:38][O:39][CH2:40][CH2:41]6)=[O:35])=[CH:32][CH:33]=5)[CH:26]=[CH:27][C:22]4=[N:21][CH:20]=3)=[C:11]2[CH:10]=[N:9]1. (2) Given the reactants Cl[C:2]1[C:11]([CH3:12])=[C:10]([Cl:13])[C:9]2[C:4](=[C:5]([Cl:14])[CH:6]=[CH:7][CH:8]=2)[N:3]=1.C([Sn](CCCC)(CCCC)[C:20]1[CH:25]=[CH:24][CH:23]=[CH:22][N:21]=1)CCC, predict the reaction product. The product is: [Cl:13][C:10]1[C:9]2[C:4](=[C:5]([Cl:14])[CH:6]=[CH:7][CH:8]=2)[N:3]=[C:2]([C:20]2[CH:25]=[CH:24][CH:23]=[CH:22][N:21]=2)[C:11]=1[CH3:12].